Dataset: Forward reaction prediction with 1.9M reactions from USPTO patents (1976-2016). Task: Predict the product of the given reaction. (1) Given the reactants [CH3:1][C:2]([C:7]1[CH:12]=[CH:11][CH:10]=[CH:9][CH:8]=1)([CH3:6])[C:3]([OH:5])=[O:4], predict the reaction product. The product is: [CH:7]1([C:2]([CH3:6])([CH3:1])[C:3]([OH:5])=[O:4])[CH2:12][CH2:11][CH2:10][CH2:9][CH2:8]1. (2) The product is: [NH2:12][C:3]1[CH:4]=[C:5]([C:8](=[O:11])[CH2:9][CH3:10])[CH:6]=[CH:7][C:2]=1[NH2:1]. Given the reactants [NH2:1][C:2]1[CH:7]=[CH:6][C:5]([C:8](=[O:11])[CH2:9][CH3:10])=[CH:4][C:3]=1[N+:12]([O-])=O, predict the reaction product. (3) Given the reactants [CH:1]([C:4]1[CH:13]=[C:12]2[C:7]([C:8](=[O:20])[N:9]([NH:15][S:16]([CH3:19])(=[O:18])=[O:17])[C:10](=[O:14])[NH:11]2)=[CH:6][C:5]=1[C:21]1[N:22]([CH3:26])[N:23]=[CH:24][CH:25]=1)([CH3:3])[CH3:2].Cl[C:28]([O:30][CH2:31][CH2:32][CH2:33][CH3:34])=[O:29], predict the reaction product. The product is: [CH2:31]([O:30][C:28](=[O:29])[N:15]([N:9]1[C:8](=[O:20])[C:7]2[C:12](=[CH:13][C:4]([CH:1]([CH3:3])[CH3:2])=[C:5]([C:21]3[N:22]([CH3:26])[N:23]=[CH:24][CH:25]=3)[CH:6]=2)[NH:11][C:10]1=[O:14])[S:16]([CH3:19])(=[O:17])=[O:18])[CH2:32][CH2:33][CH3:34]. (4) Given the reactants Br[C:2]1[CH:3]=[C:4]2[C:9](=[CH:10][C:11]=1[F:12])[N:8]=[C:7]([NH:13][CH2:14][C:15]1[CH:20]=[CH:19][C:18]([O:21][CH3:22])=[CH:17][CH:16]=1)[C:6]([CH2:23][CH2:24][C:25]([NH:27][CH2:28][CH:29]1[CH2:34][CH2:33][CH2:32][CH2:31][CH2:30]1)=[O:26])=[CH:5]2.C([O-])(=O)C.[K+].[CH3:40][C:41]1([CH3:57])[C:45]([CH3:47])([CH3:46])[O:44][B:43]([B:43]2[O:44][C:45]([CH3:47])([CH3:46])[C:41]([CH3:57])([CH3:40])[O:42]2)[O:42]1, predict the reaction product. The product is: [CH:29]1([CH2:28][NH:27][C:25](=[O:26])[CH2:24][CH2:23][C:6]2[C:7]([NH:13][CH2:14][C:15]3[CH:16]=[CH:17][C:18]([O:21][CH3:22])=[CH:19][CH:20]=3)=[N:8][C:9]3[C:4]([CH:5]=2)=[CH:3][C:2]([B:43]2[O:44][C:45]([CH3:47])([CH3:46])[C:41]([CH3:57])([CH3:40])[O:42]2)=[C:11]([F:12])[CH:10]=3)[CH2:30][CH2:31][CH2:32][CH2:33][CH2:34]1.